From a dataset of Forward reaction prediction with 1.9M reactions from USPTO patents (1976-2016). Predict the product of the given reaction. (1) Given the reactants [CH2:1]([N:3]([CH3:26])[C:4]([C:6]1[CH:10]=[C:9]([C:11]2[CH:16]=[CH:15][C:14]([CH2:17][NH2:18])=[CH:13][N:12]=2)[N:8]([C:19]2[CH:20]=[N:21][C:22]([CH3:25])=[CH:23][CH:24]=2)[N:7]=1)=[O:5])[CH3:2].[CH3:27][S:28](Cl)(=[O:30])=[O:29], predict the reaction product. The product is: [CH2:1]([N:3]([CH3:26])[C:4]([C:6]1[CH:10]=[C:9]([C:11]2[CH:16]=[CH:15][C:14]([CH2:17][NH:18][S:28]([CH3:27])(=[O:30])=[O:29])=[CH:13][N:12]=2)[N:8]([C:19]2[CH:20]=[N:21][C:22]([CH3:25])=[CH:23][CH:24]=2)[N:7]=1)=[O:5])[CH3:2]. (2) Given the reactants C1(C)C=CC=CC=1.Br[C:9]1[CH:10]=[CH:11][C:12]([OH:17])=[C:13]([CH:16]=1)[CH:14]=[O:15].[N:18]1([C:24]([O:26][C:27]([CH3:30])([CH3:29])[CH3:28])=[O:25])[CH2:23][CH2:22][NH:21][CH2:20][CH2:19]1.CC(C)([O-])C.[Na+], predict the reaction product. The product is: [C:27]([O:26][C:24]([N:18]1[CH2:23][CH2:22][N:21]([C:9]2[CH:10]=[CH:11][C:12]([OH:17])=[C:13]([CH:16]=2)[CH:14]=[O:15])[CH2:20][CH2:19]1)=[O:25])([CH3:30])([CH3:28])[CH3:29]. (3) Given the reactants [C:1]([C:3](=[CH:17][NH:18][C:19]1[CH:24]=[CH:23][C:22]([O:25][CH2:26][CH3:27])=[C:21]([I:28])[CH:20]=1)[C:4]([NH:6][C:7]1[CH:12]=[C:11]([O:13][CH3:14])[C:10]([Cl:15])=[CH:9][C:8]=1[Cl:16])=O)#[N:2].P(Cl)(Cl)(Cl)=O, predict the reaction product. The product is: [Cl:16][C:8]1[CH:9]=[C:10]([Cl:15])[C:11]([O:13][CH3:14])=[CH:12][C:7]=1[NH:6][C:4]1[C:24]2[C:19](=[CH:20][C:21]([I:28])=[C:22]([O:25][CH2:26][CH3:27])[CH:23]=2)[N:18]=[CH:17][C:3]=1[C:1]#[N:2]. (4) Given the reactants [CH3:1][C:2]1[C:10]2[C:5](=[CH:6][C:7]([CH:11]=[CH:12][C:13]([O:15][CH3:16])=[O:14])=[CH:8][CH:9]=2)[N:4]([CH2:17][CH2:18][CH2:19][C:20]2[CH:25]=[CH:24][CH:23]=[CH:22][CH:21]=2)[CH:3]=1.CN(C)C(=N)N(C)C.Cl.[N+:35]([CH3:38])([O-:37])=[O:36], predict the reaction product. The product is: [CH3:1][C:2]1[C:10]2[C:5](=[CH:6][C:7]([CH:11]([CH2:38][N+:35]([O-:37])=[O:36])[CH2:12][C:13]([O:15][CH3:16])=[O:14])=[CH:8][CH:9]=2)[N:4]([CH2:17][CH2:18][CH2:19][C:20]2[CH:25]=[CH:24][CH:23]=[CH:22][CH:21]=2)[CH:3]=1.